The task is: Predict the reactants needed to synthesize the given product.. This data is from Full USPTO retrosynthesis dataset with 1.9M reactions from patents (1976-2016). (1) Given the product [CH2:1]([O:3][C:4]([C:5]1[C:6](=[O:7])[N:15]([C:16]2[CH:21]=[CH:20][C:19]([F:22])=[CH:18][CH:17]=2)[C:13](=[O:14])[NH:12][CH:11]=1)=[O:23])[CH3:2], predict the reactants needed to synthesize it. The reactants are: [CH2:1]([O:3][C:4](=[O:23])[C:5](=[CH:11][NH:12][C:13]([NH:15][C:16]1[CH:21]=[CH:20][C:19]([F:22])=[CH:18][CH:17]=1)=[O:14])[C:6](OCC)=[O:7])[CH3:2].CC[O-].[Na+]. (2) The reactants are: [F:1][C:2]1[CH:3]=[C:4]([NH:9][C:10]([NH:12][C:13]2[N:14]=[C:15]([C:19]([O:21]CC)=[O:20])[N:16]([CH3:18])[CH:17]=2)=[O:11])[CH:5]=[CH:6][C:7]=1[CH3:8].[OH-].[Na+].Cl. Given the product [CH3:8][C:7]1[CH:6]=[CH:5][C:4]([NH:9][C:10]([NH:12][C:13]2[N:14]=[C:15]([C:19]([OH:21])=[O:20])[N:16]([CH3:18])[CH:17]=2)=[O:11])=[CH:3][C:2]=1[F:1], predict the reactants needed to synthesize it. (3) Given the product [CH3:8][C:6]1[C:5]([CH3:9])=[CH:4][N:3]=[C:2]([N:19]2[CH2:20][CH2:21][CH:16]([CH:14]3[CH2:15][CH:13]3[CH2:12][CH2:11][OH:10])[CH2:17][CH2:18]2)[N:7]=1, predict the reactants needed to synthesize it. The reactants are: Cl[C:2]1[N:7]=[C:6]([CH3:8])[C:5]([CH3:9])=[CH:4][N:3]=1.[OH:10][CH2:11][CH2:12][C@H:13]1[CH2:15][C@H:14]1[CH:16]1[CH2:21][CH2:20][N:19](C(OC(C)(C)C)=O)[CH2:18][CH2:17]1.